Dataset: Full USPTO retrosynthesis dataset with 1.9M reactions from patents (1976-2016). Task: Predict the reactants needed to synthesize the given product. (1) Given the product [Br:15][CH2:1][C:2]1[CH:11]=[CH:10][CH:9]=[C:8]([N+:12]([O-:14])=[O:13])[C:3]=1[C:4]([O:6][CH3:7])=[O:5], predict the reactants needed to synthesize it. The reactants are: [CH3:1][C:2]1[CH:11]=[CH:10][CH:9]=[C:8]([N+:12]([O-:14])=[O:13])[C:3]=1[C:4]([O:6][CH3:7])=[O:5].[Br:15]N1C(C)(C)C(=O)N(Br)C1=O.N(C(C)(C)C#N)=NC(C)(C)C#N.CC1C=CC=C([N+]([O-])=O)C=1C([O-])=O. (2) Given the product [Cl:1][C:2]1[CH:7]=[CH:6][C:5]([C:8]2[CH:12]=[C:11]([CH:13]3[CH2:18][CH2:17][N:16]([CH2:26][CH2:27][C:28]4[CH:33]=[CH:32][CH:31]=[CH:30][CH:29]=4)[CH2:15][CH2:14]3)[NH:10][N:9]=2)=[CH:4][CH:3]=1, predict the reactants needed to synthesize it. The reactants are: [Cl:1][C:2]1[CH:7]=[CH:6][C:5]([C:8]2[CH:12]=[C:11]([CH:13]3[CH2:18][CH2:17][NH:16][CH2:15][CH2:14]3)[NH:10][N:9]=2)=[CH:4][CH:3]=1.C([O-])([O-])=O.[K+].[K+].Br[CH2:26][CH2:27][C:28]1[CH:33]=[CH:32][CH:31]=[CH:30][CH:29]=1. (3) Given the product [Cl:1][C:2]1[CH:7]=[C:6]([Cl:8])[CH:5]=[CH:4][C:3]=1[C:9]1[C:29](=[O:30])[N:28]([CH3:31])[C:12]2[N:13]([CH3:27])[C:14]3[C:19]([C:11]=2[CH:10]=1)=[CH:18][C:17]([C:20]1[S:21][CH:22]=[C:23]([CH2:25][O:26][CH3:33])[N:24]=1)=[CH:16][CH:15]=3, predict the reactants needed to synthesize it. The reactants are: [Cl:1][C:2]1[CH:7]=[C:6]([Cl:8])[CH:5]=[CH:4][C:3]=1[C:9]1[C:29](=[O:30])[N:28]([CH3:31])[C:12]2[N:13]([CH3:27])[C:14]3[C:19]([C:11]=2[CH:10]=1)=[CH:18][C:17]([C:20]1[S:21][CH:22]=[C:23]([CH2:25][OH:26])[N:24]=1)=[CH:16][CH:15]=3.I[CH3:33]. (4) Given the product [Cl:15][C:12]1[CH:11]=[CH:10][C:9]([CH:6]([CH2:7][CH3:8])[CH2:5][C@H:2]2[CH2:3][O:4][C:17]([NH2:16])=[N:1]2)=[CH:14][CH:13]=1, predict the reactants needed to synthesize it. The reactants are: [NH2:1][C@@H:2]([CH2:5][CH:6]([C:9]1[CH:14]=[CH:13][C:12]([Cl:15])=[CH:11][CH:10]=1)[CH2:7][CH3:8])[CH2:3][OH:4].[N:16]#[C:17]Br. (5) Given the product [C:26]([O:30][C:31]([N:33]1[CH2:36][C:35]([CH3:47])([C:37]([C:12]2[CH:13]=[C:14]3[C:9](=[CH:10][CH:11]=2)[O:8][CH2:7][C:6]2[N:15]3[C@H:2]([CH3:1])[C:3](=[O:25])[NH:4][N:5]=2)=[CH2:38])[CH2:34]1)=[O:32])([CH3:29])([CH3:28])[CH3:27], predict the reactants needed to synthesize it. The reactants are: [CH3:1][C@H:2]1[N:15]2[C:6]([CH2:7][O:8][C:9]3[C:14]2=[CH:13][C:12](B2OC(C)(C)C(C)(C)O2)=[CH:11][CH:10]=3)=[N:5][NH:4][C:3]1=[O:25].[C:26]([O:30][C:31]([N:33]1[CH2:36][C:35]([CH3:47])([C:37](OS(C(F)(F)F)(=O)=O)=[CH2:38])[CH2:34]1)=[O:32])([CH3:29])([CH3:28])[CH3:27].C([O-])([O-])=O.[Na+].[Na+]. (6) The reactants are: C(OC([N:8]1[CH2:13][CH2:12][C@@H:11]([C:14]2[CH:19]=[CH:18][N:17]([CH3:20])[C:16](=[O:21])[CH:15]=2)[C@H:10]([C:22]2[CH:27]=[CH:26][C:25]([C:28]3[CH:33]=[CH:32][CH:31]=[CH:30][C:29]=3[CH2:34][CH2:35][NH:36][C:37](=[O:39])[CH3:38])=[CH:24][C:23]=2[Cl:40])[CH2:9]1)=O)(C)(C)C.C(Cl)Cl. Given the product [Cl:40][C:23]1[CH:24]=[C:25]([C:28]2[CH:33]=[CH:32][CH:31]=[CH:30][C:29]=2[CH2:34][CH2:35][NH:36][C:37](=[O:39])[CH3:38])[CH:26]=[CH:27][C:22]=1[C@H:10]1[C@H:11]([C:14]2[CH:19]=[CH:18][N:17]([CH3:20])[C:16](=[O:21])[CH:15]=2)[CH2:12][CH2:13][NH:8][CH2:9]1, predict the reactants needed to synthesize it.